The task is: Predict the product of the given reaction.. This data is from Forward reaction prediction with 1.9M reactions from USPTO patents (1976-2016). (1) The product is: [NH2:63][C:60]1[CH:61]=[CH:62][C:57]([C:56]([NH:55][C:28]2[CH:29]=[C:30]3[C:25](=[CH:26][CH:27]=2)[N:24]=[C:23]([N:11]2[CH2:10][C@@H:9]([NH:8][C:6]([O:5][C:1]([CH3:4])([CH3:2])[CH3:3])=[O:7])[CH2:14][C@@H:13]([NH:15][C:16]([O:18][C:19]([CH3:22])([CH3:21])[CH3:20])=[O:17])[CH2:12]2)[C:32]([N:33]2[CH2:38][C@@H:37]([NH:39][C:40]([O:42][C:43]([CH3:45])([CH3:44])[CH3:46])=[O:41])[CH2:36][C@@H:35]([NH:47][C:48]([O:50][C:51]([CH3:54])([CH3:53])[CH3:52])=[O:49])[CH2:34]2)=[N:31]3)=[O:66])=[CH:58][CH:59]=1. Given the reactants [C:1]([O:5][C:6]([NH:8][C@@H:9]1[CH2:14][C@H:13]([NH:15][C:16]([O:18][C:19]([CH3:22])([CH3:21])[CH3:20])=[O:17])[CH2:12][N:11]([C:23]2[C:32]([N:33]3[CH2:38][C@@H:37]([NH:39][C:40]([O:42][C:43]([CH3:46])([CH3:45])[CH3:44])=[O:41])[CH2:36][C@@H:35]([NH:47][C:48]([O:50][C:51]([CH3:54])([CH3:53])[CH3:52])=[O:49])[CH2:34]3)=[N:31][C:30]3[C:25](=[CH:26][CH:27]=[C:28]([NH:55][C:56](=[O:66])[C:57]4[CH:62]=[CH:61][C:60]([N+:63]([O-])=O)=[CH:59][CH:58]=4)[CH:29]=3)[N:24]=2)[CH2:10]1)=[O:7])([CH3:4])([CH3:3])[CH3:2].NN, predict the reaction product. (2) Given the reactants [CH2:1]([O:8][C:9]1[CH:14]=[CH:13][C:12]([C@@H:15]([O:18][Si](CC)(CC)CC)[CH2:16]I)=[CH:11][C:10]=1[NH:26][S:27]([CH3:30])(=[O:29])=[O:28])[C:2]1[CH:7]=[CH:6][CH:5]=[CH:4][CH:3]=1.[CH3:31][O:32][C:33]1[CH:38]=[CH:37][C:36]([CH:39]([C:43]2[CH:48]=[CH:47][C:46]([O:49][CH3:50])=[CH:45][CH:44]=2)[CH2:40][CH2:41][NH2:42])=[CH:35][CH:34]=1.C(N(CC)C(C)C)(C)C.Cl, predict the reaction product. The product is: [CH2:1]([O:8][C:9]1[CH:14]=[CH:13][C:12]([C@@H:15]([OH:18])[CH2:16][NH:42][CH2:41][CH2:40][CH:39]([C:36]2[CH:35]=[CH:34][C:33]([O:32][CH3:31])=[CH:38][CH:37]=2)[C:43]2[CH:44]=[CH:45][C:46]([O:49][CH3:50])=[CH:47][CH:48]=2)=[CH:11][C:10]=1[NH:26][S:27]([CH3:30])(=[O:28])=[O:29])[C:2]1[CH:3]=[CH:4][CH:5]=[CH:6][CH:7]=1. (3) The product is: [CH:11]12[CH2:17][CH:14]([CH2:15][CH2:16]1)[CH2:13][CH:12]2[CH:18]=[O:19]. Given the reactants C(Cl)(=O)C(Cl)=O.CS(C)=O.[CH:11]12[CH2:17][CH:14]([CH2:15][CH2:16]1)[CH2:13][CH:12]2[CH2:18][OH:19].C(N(CC)CC)C, predict the reaction product. (4) Given the reactants O.[F-].C([N+](C)(C)C)C1C=CC=CC=1.[CH2:14]([C:18]1([N:43]([CH3:45])[CH3:44])[CH2:23][CH2:22][CH:21]([CH2:24][O:25][CH2:26][C:27]2[C:31]3[CH:32]=[N:33][CH:34]=[CH:35][C:30]=3[NH:29][C:28]=2[Si](CC)(CC)CC)[CH2:20][CH2:19]1)[CH2:15][CH2:16][CH3:17], predict the reaction product. The product is: [NH:29]1[C:30]2[CH:35]=[CH:34][N:33]=[CH:32][C:31]=2[C:27]([CH2:26][O:25][CH2:24][CH:21]2[CH2:20][CH2:19][C:18]([CH2:14][CH2:15][CH2:16][CH3:17])([N:43]([CH3:45])[CH3:44])[CH2:23][CH2:22]2)=[CH:28]1.